Dataset: Full USPTO retrosynthesis dataset with 1.9M reactions from patents (1976-2016). Task: Predict the reactants needed to synthesize the given product. (1) Given the product [F:16][CH:12]([F:17])[O:10][C:9]1[CH:8]=[CH:7][C:4]([CH:5]=[O:6])=[CH:3][C:2]=1[OH:1], predict the reactants needed to synthesize it. The reactants are: [OH:1][C:2]1[CH:3]=[C:4]([CH:7]=[CH:8][C:9]=1[OH:10])[CH:5]=[O:6].Cl[C:12]([F:17])([F:16])C([O-])=O.[Na+].[OH-].[Na+]. (2) Given the product [Cl:1][C:2]1[C:7]([N:8]2[CH2:12][CH2:11][CH2:10][C:9]2=[O:13])=[CH:6][CH:5]=[CH:4][C:3]=1[S:14]([NH:17][C@H:18]([C:19](=[O:21])[N:32]1[CH2:37][CH2:36][NH:35][CH2:34][CH2:33]1)[CH2:22][NH:23][C:24]([C:26]1[S:27][C:28]([Cl:31])=[CH:29][CH:30]=1)=[O:25])(=[O:16])=[O:15], predict the reactants needed to synthesize it. The reactants are: [Cl:1][C:2]1[C:7]([N:8]2[CH2:12][CH2:11][CH2:10][C:9]2=[O:13])=[CH:6][CH:5]=[CH:4][C:3]=1[S:14]([NH:17][C@@H:18]([CH2:22][NH:23][C:24]([C:26]1[S:27][C:28]([Cl:31])=[CH:29][CH:30]=1)=[O:25])[C:19]([OH:21])=O)(=[O:16])=[O:15].[NH:32]1[CH2:37][CH2:36][NH:35][CH2:34][CH2:33]1. (3) Given the product [F:34][CH:33]([F:35])[C@@H:32]([C:29]1[CH:28]=[CH:27][C:26]([C:11]2[CH:12]=[C:13]([NH:15][C:16]3[N:21]=[C:20]([C:22]([F:23])([F:24])[F:25])[CH:19]=[CH:18][N:17]=3)[CH:14]=[C:9]([NH:8][CH2:3][C:2]([F:7])([F:6])[F:1])[CH:10]=2)=[CH:31][CH:30]=1)[OH:36], predict the reactants needed to synthesize it. The reactants are: [F:1][C:2]([F:7])([F:6])[C:3](O)=O.[NH2:8][C:9]1[CH:10]=[C:11]([C:26]2[CH:31]=[CH:30][C:29]([C@@H:32]([OH:36])[CH:33]([F:35])[F:34])=[CH:28][CH:27]=2)[CH:12]=[C:13]([NH:15][C:16]2[N:21]=[C:20]([C:22]([F:25])([F:24])[F:23])[CH:19]=[CH:18][N:17]=2)[CH:14]=1.C([BH3-])#N.[Na+].FC(F)(F)C=O.C(=O)([O-])[O-].[Na+].[Na+]. (4) Given the product [N:5]1[C:4]2[NH:8][CH:9]=[CH:10][C:3]=2[C:2]([OH:1])=[CH:7][N:6]=1, predict the reactants needed to synthesize it. The reactants are: [OH:1][C:2]1[C:3]2[CH:10]=[C:9](C(O)=O)[NH:8][C:4]=2[N:5]=[N:6][CH:7]=1.S1(CCCC1)(=O)=O.CO.